Task: Predict the product of the given reaction.. Dataset: Forward reaction prediction with 1.9M reactions from USPTO patents (1976-2016) (1) Given the reactants [CH3:1][NH:2][CH2:3][CH2:4][NH:5][CH3:6].[CH3:19][C:18]([O:17][C:15](O[C:15]([O:17][C:18]([CH3:21])([CH3:20])[CH3:19])=[O:16])=[O:16])([CH3:21])[CH3:20], predict the reaction product. The product is: [C:18]([O:17][C:15](=[O:16])[N:2]([CH3:1])[CH2:3][CH2:4][NH:5][CH3:6])([CH3:19])([CH3:20])[CH3:21]. (2) Given the reactants FC(F)(F)C(O)=O.FC(F)(F)C(O)=O.FC(F)(F)C(O)=O.[NH:22]1[CH2:25][CH:24]([C:26]2[C:27]([C:32]3[CH:41]=[CH:40][C:35]([C:36]([NH:38][CH3:39])=[O:37])=[C:34]([F:42])[CH:33]=3)=[N:28][CH:29]=[CH:30][N:31]=2)[CH2:23]1.Cl[C:44]1[N:53]=[CH:52][C:51]2[C:46](=[CH:47][C:48]([Cl:54])=[CH:49][CH:50]=2)[N:45]=1.C(=O)([O-])[O-].[K+].[K+], predict the reaction product. The product is: [Cl:54][C:48]1[CH:47]=[C:46]2[C:51]([CH:52]=[N:53][C:44]([N:22]3[CH2:23][CH:24]([C:26]4[C:27]([C:32]5[CH:41]=[CH:40][C:35]([C:36]([NH:38][CH3:39])=[O:37])=[C:34]([F:42])[CH:33]=5)=[N:28][CH:29]=[CH:30][N:31]=4)[CH2:25]3)=[N:45]2)=[CH:50][CH:49]=1. (3) Given the reactants C(P(C(C)(C)C)C(C)(C)C)(C)(C)C.CCCCCC.Br[C:21]1[CH:22]=[C:23]2[C:28](=[CH:29][CH:30]=1)[N:27]([CH2:31][CH2:32][N:33]([CH2:41][CH3:42])[C:34](=[O:40])[O:35][C:36]([CH3:39])([CH3:38])[CH3:37])[CH2:26][CH2:25][CH2:24]2.C[Si]([N-:47][Si](C)(C)C)(C)C.[Li+].CCCC[N+](CCCC)(CCCC)CCCC.[F-], predict the reaction product. The product is: [NH2:47][C:21]1[CH:22]=[C:23]2[C:28](=[CH:29][CH:30]=1)[N:27]([CH2:31][CH2:32][N:33]([CH2:41][CH3:42])[C:34](=[O:40])[O:35][C:36]([CH3:39])([CH3:38])[CH3:37])[CH2:26][CH2:25][CH2:24]2. (4) Given the reactants [C:1]([C:5]1[CH:10]=[C:9]([C:11]([CH3:14])([CH3:13])[CH3:12])[CH:8]=[CH:7][C:6]=1[OH:15])([CH3:4])([CH3:3])[CH3:2].C(N(CC)CC)C.Cl[C:24]([O:26][CH3:27])=[O:25], predict the reaction product. The product is: [C:24](=[O:25])([O:26][CH3:27])[O:15][C:6]1[CH:7]=[CH:8][C:9]([C:11]([CH3:14])([CH3:13])[CH3:12])=[CH:10][C:5]=1[C:1]([CH3:4])([CH3:3])[CH3:2].